This data is from TCR-epitope binding with 47,182 pairs between 192 epitopes and 23,139 TCRs. The task is: Binary Classification. Given a T-cell receptor sequence (or CDR3 region) and an epitope sequence, predict whether binding occurs between them. (1) The epitope is KAYNVTQAF. Result: 0 (the TCR does not bind to the epitope). The TCR CDR3 sequence is CSSRTSGDNEQFF. (2) The epitope is LLLGIGILV. The TCR CDR3 sequence is CASTLGTANNEQFF. Result: 1 (the TCR binds to the epitope).